Dataset: Catalyst prediction with 721,799 reactions and 888 catalyst types from USPTO. Task: Predict which catalyst facilitates the given reaction. (1) Reactant: [Br:1][C:2]1[CH:7]=[C:6]([NH2:8])[CH:5]=[CH:4][N:3]=1.C([O-])(=O)C.[Na+].[I:14]Cl. Product: [Br:1][C:2]1[CH:7]=[C:6]([NH2:8])[C:5]([I:14])=[CH:4][N:3]=1. The catalyst class is: 15. (2) Reactant: [NH2:1][C:2]1[CH:3]=[CH:4][C:5]([Cl:11])=[C:6]([CH:10]=1)[C:7]([OH:9])=[O:8].[C:12]([CH2:15][S:16][C:17](=S)[S:18]CC(O)=O)(O)=[O:13].C(=O)([O-])[O-].[Na+].[Na+].Cl. Product: [C:7]([C:6]1[CH:10]=[C:2]([N:1]2[C:12](=[O:13])[CH2:15][S:16][C:17]2=[S:18])[CH:3]=[CH:4][C:5]=1[Cl:11])([OH:9])=[O:8]. The catalyst class is: 6.